Task: Regression. Given two drug SMILES strings and cell line genomic features, predict the synergy score measuring deviation from expected non-interaction effect.. Dataset: NCI-60 drug combinations with 297,098 pairs across 59 cell lines Drug 1: C1=C(C(=O)NC(=O)N1)N(CCCl)CCCl. Drug 2: CCC1(CC2CC(C3=C(CCN(C2)C1)C4=CC=CC=C4N3)(C5=C(C=C6C(=C5)C78CCN9C7C(C=CC9)(C(C(C8N6C=O)(C(=O)OC)O)OC(=O)C)CC)OC)C(=O)OC)O.OS(=O)(=O)O. Cell line: MDA-MB-231. Synergy scores: CSS=29.0, Synergy_ZIP=-1.34, Synergy_Bliss=6.04, Synergy_Loewe=-0.432, Synergy_HSA=7.55.